This data is from Peptide-MHC class I binding affinity with 185,985 pairs from IEDB/IMGT. The task is: Regression. Given a peptide amino acid sequence and an MHC pseudo amino acid sequence, predict their binding affinity value. This is MHC class I binding data. The peptide sequence is YLAENTFVV. The MHC is HLA-A02:11 with pseudo-sequence HLA-A02:11. The binding affinity (normalized) is 1.00.